This data is from Catalyst prediction with 721,799 reactions and 888 catalyst types from USPTO. The task is: Predict which catalyst facilitates the given reaction. (1) Reactant: Cl[CH2:2][CH2:3][CH2:4][S:5]([NH:8][C:9]1[CH:21]=[C:20]2[C:12]([C:13]3[CH:14]=[C:15]([C:25]4[C:26]([CH3:31])=[N:27][O:28][C:29]=4[CH3:30])[CH:16]=[C:17]([C:22]([NH2:24])=[O:23])[C:18]=3[NH:19]2)=[CH:11][CH:10]=1)(=[O:7])=[O:6].C(=O)([O-])[O-].[Cs+].[Cs+]. Product: [CH3:31][C:26]1[C:25]([C:15]2[CH:16]=[C:17]([C:22]([NH2:24])=[O:23])[C:18]3[NH:19][C:20]4[C:12]([C:13]=3[CH:14]=2)=[CH:11][CH:10]=[C:9]([N:8]2[CH2:2][CH2:3][CH2:4][S:5]2(=[O:7])=[O:6])[CH:21]=4)=[C:29]([CH3:30])[O:28][N:27]=1. The catalyst class is: 39. (2) Reactant: [F:1][C:2]([F:16])([F:15])[S:3]([C:6]1[CH:7]=[C:8]([CH:12]=[CH:13][CH:14]=1)[C:9](O)=[O:10])(=[O:5])=[O:4].C(Cl)(=O)C([Cl:20])=O. Product: [F:1][C:2]([F:16])([F:15])[S:3]([C:6]1[CH:7]=[C:8]([CH:12]=[CH:13][CH:14]=1)[C:9]([Cl:20])=[O:10])(=[O:5])=[O:4]. The catalyst class is: 120. (3) Reactant: [Br:1][C:2]1[CH:7]=[CH:6][N:5]=[C:4]([CH:8]2[CH2:12][CH2:11][C@:10]3([CH2:16][CH2:15][N:14]([CH3:17])[C:13]3=[O:18])[NH:9]2)[C:3]=1[CH3:19].C(=O)(OC(C)(C)C)[O:21][C:22]([O:24][C:25]([CH3:28])([CH3:27])[CH3:26])=O. Product: [Br:1][C:2]1[CH:7]=[CH:6][N:5]=[C:4]([C@H:8]2[CH2:12][CH2:11][C@:10]3([CH2:16][CH2:15][N:14]([CH3:17])[C:13]3=[O:18])[N:9]2[C:22]([O:24][C:25]([CH3:28])([CH3:27])[CH3:26])=[O:21])[C:3]=1[CH3:19]. The catalyst class is: 2.